Dataset: Forward reaction prediction with 1.9M reactions from USPTO patents (1976-2016). Task: Predict the product of the given reaction. Given the reactants [OH:1][N:2]=[C:3](Cl)[C:4]1[CH:9]=[CH:8][CH:7]=[N:6][CH:5]=1.[C:11]([C:13]1[CH:14]=[C:15]([F:21])[C:16]([F:20])=[C:17]([F:19])[CH:18]=1)#[CH:12].N, predict the reaction product. The product is: [F:19][C:17]1[CH:18]=[C:13]([C:11]2[O:1][N:2]=[C:3]([C:4]3[CH:5]=[N:6][CH:7]=[CH:8][CH:9]=3)[CH:12]=2)[CH:14]=[C:15]([F:21])[C:16]=1[F:20].